This data is from NCI-60 drug combinations with 297,098 pairs across 59 cell lines. The task is: Regression. Given two drug SMILES strings and cell line genomic features, predict the synergy score measuring deviation from expected non-interaction effect. Drug 1: CN(C(=O)NC(C=O)C(C(C(CO)O)O)O)N=O. Drug 2: C1CNP(=O)(OC1)N(CCCl)CCCl. Cell line: RPMI-8226. Synergy scores: CSS=-1.48, Synergy_ZIP=-0.0209, Synergy_Bliss=-0.647, Synergy_Loewe=-5.70, Synergy_HSA=-4.97.